From a dataset of Full USPTO retrosynthesis dataset with 1.9M reactions from patents (1976-2016). Predict the reactants needed to synthesize the given product. (1) Given the product [F:1][C:2]1[CH:7]=[CH:6][C:5]([N:8]2[C:12]([C:13]3[N:14]=[CH:15][N:16]([C:20]4[CH:29]=[CH:28][C:23]([C:24]([O:26][CH3:27])=[O:25])=[CH:22][N:21]=4)[CH:17]=3)=[C:11]([CH3:18])[N:10]=[N:9]2)=[CH:4][CH:3]=1, predict the reactants needed to synthesize it. The reactants are: [F:1][C:2]1[CH:7]=[CH:6][C:5]([N:8]2[C:12]([C:13]3[N:14]=[CH:15][NH:16][CH:17]=3)=[C:11]([CH3:18])[N:10]=[N:9]2)=[CH:4][CH:3]=1.Cl[C:20]1[CH:29]=[CH:28][C:23]([C:24]([O:26][CH3:27])=[O:25])=[CH:22][N:21]=1.C(=O)([O-])[O-].[K+].[K+].O. (2) Given the product [Cl:18][C:13]1[CH:12]=[C:11]([C@@H:10]2[O:9][CH2:8][CH2:7][N:6]([C:19]([O:21][C:22]([CH3:24])([CH3:23])[CH3:25])=[O:20])[CH2:5][C@H:4]2[CH2:3][C:2]2[N:1]=[C:28]([CH3:29])[O:27][N:26]=2)[CH:16]=[CH:15][C:14]=1[Cl:17], predict the reactants needed to synthesize it. The reactants are: [NH2:1][C:2](=[N:26][OH:27])[CH2:3][C@H:4]1[C@H:10]([C:11]2[CH:16]=[CH:15][C:14]([Cl:17])=[C:13]([Cl:18])[CH:12]=2)[O:9][CH2:8][CH2:7][N:6]([C:19]([O:21][C:22]([CH3:25])([CH3:24])[CH3:23])=[O:20])[CH2:5]1.[CH3:28][C:29](C)([O-])C.[K+].C(OCC)(=O)C.O.